This data is from Catalyst prediction with 721,799 reactions and 888 catalyst types from USPTO. The task is: Predict which catalyst facilitates the given reaction. (1) The catalyst class is: 102. Reactant: Br[C:2]1[CH:3]=[N:4][N:5]([C:7]([C:20]2[CH:25]=[CH:24][CH:23]=[CH:22][CH:21]=2)([C:14]2[CH:19]=[CH:18][CH:17]=[CH:16][CH:15]=2)[C:8]2[CH:13]=[CH:12][CH:11]=[CH:10][CH:9]=2)[CH:6]=1.[F-].[K+].[Cl:28][C:29]1[C:34](B(O)O)=[CH:33][CH:32]=[CH:31][N:30]=1.F[B-](F)(F)F.C([PH+](C(C)(C)C)C(C)(C)C)(C)(C)C. Product: [Cl:28][C:29]1[C:34]([C:2]2[CH:3]=[N:4][N:5]([C:7]([C:20]3[CH:25]=[CH:24][CH:23]=[CH:22][CH:21]=3)([C:14]3[CH:19]=[CH:18][CH:17]=[CH:16][CH:15]=3)[C:8]3[CH:13]=[CH:12][CH:11]=[CH:10][CH:9]=3)[CH:6]=2)=[CH:33][CH:32]=[CH:31][N:30]=1. (2) Product: [CH3:14][N:15]([CH3:17])[CH:16]=[CH:10][C:9]([C:8]1[N:4]([CH:1]([CH3:3])[CH3:2])[C:5]([CH2:12][CH3:13])=[N:6][CH:7]=1)=[O:11]. Reactant: [CH:1]([N:4]1[C:8]([C:9](=[O:11])[CH3:10])=[CH:7][N:6]=[C:5]1[CH2:12][CH3:13])([CH3:3])[CH3:2].[CH3:14][N:15]([CH:17]=O)[CH3:16].C[C:14]([N:15]([CH3:17])[CH3:16])=O. The catalyst class is: 3. (3) Reactant: [Cl-].O[NH3+:3].[C:4](=[O:7])([O-])[OH:5].[Na+].CS(C)=O.[CH:13]1([CH2:16][O:17][C:18]2[N:23]=[CH:22][C:21]([C:24]3[C:29](=[O:30])[N:28]([CH2:31][C:32]4[CH:37]=[CH:36][C:35]([C:38]5[C:39]([C:44]#[N:45])=[CH:40][CH:41]=[CH:42][CH:43]=5)=[CH:34][CH:33]=4)[C:27]([CH2:46][CH2:47][CH3:48])=[N:26][C:25]=3[CH2:49][CH3:50])=[CH:20][CH:19]=2)[CH2:15][CH2:14]1. Product: [CH:13]1([CH2:16][O:17][C:18]2[N:23]=[CH:22][C:21]([C:24]3[C:29](=[O:30])[N:28]([CH2:31][C:32]4[CH:37]=[CH:36][C:35]([C:38]5[CH:43]=[CH:42][CH:41]=[CH:40][C:39]=5[C:44]5[NH:3][C:4](=[O:7])[O:5][N:45]=5)=[CH:34][CH:33]=4)[C:27]([CH2:46][CH2:47][CH3:48])=[N:26][C:25]=3[CH2:49][CH3:50])=[CH:20][CH:19]=2)[CH2:15][CH2:14]1. The catalyst class is: 13.